The task is: Predict the reaction yield, written as a fraction of the theoretical maximum amount of product (1.0 means a 100% yield; for example, 0.34 means a 34% yield).. This data is from Reaction yield outcomes from USPTO patents with 853,638 reactions. (1) The reactants are Br[C:2]1[CH:3]=[C:4]([S:8]([N:11]2[C:15]([C:16]3[CH:21]=[CH:20][CH:19]=[CH:18][CH:17]=3)=[CH:14][C:13]([CH2:22][N:23](C)[C:24](=O)OC(C)(C)C)=[CH:12]2)(=[O:10])=[O:9])[CH:5]=[N:6][CH:7]=1.[CH3:32][N:33](C)C=O.C(OCC)(=O)C.[ClH:43]. The catalyst is C(O)C.[C-]#N.[Zn+2].[C-]#N. The product is [ClH:43].[CH3:24][NH:23][CH2:22][C:13]1[CH:14]=[C:15]([C:16]2[CH:21]=[CH:20][CH:19]=[CH:18][CH:17]=2)[N:11]([S:8]([C:4]2[CH:5]=[N:6][CH:7]=[C:2]([CH:3]=2)[C:32]#[N:33])(=[O:9])=[O:10])[CH:12]=1. The yield is 0.420. (2) The reactants are Br[C:2]1[CH:7]=[CH:6][C:5]([O:8][CH2:9][CH:10]([CH3:12])[CH3:11])=[CH:4][N:3]=1.[CH3:13][N:14]1[CH:18]=[CH:17][C:16]([NH2:19])=[N:15]1. The catalyst is O1CCOCC1.Cl[Pd-](P(C1CC2CC1CC2)C1CC2CC1CC2)[C-]1C=CC=C1N(C)C.[CH-]1C=CC=C1.[Fe+2]. The product is [CH2:9]([O:8][C:5]1[CH:6]=[CH:7][C:2]([NH:19][C:16]2[CH:17]=[CH:18][N:14]([CH3:13])[N:15]=2)=[N:3][CH:4]=1)[CH:10]([CH3:12])[CH3:11]. The yield is 0.330. (3) The reactants are Br[C:2]1[CH:10]=[CH:9][C:5]2=[N:6][S:7][N:8]=[C:4]2[CH:3]=1.[N:11]1[CH:16]=[CH:15][CH:14]=[CH:13][C:12]=1[C:17]1[C:18](B(O)O)=[C:19]2[CH2:24][CH2:23][CH2:22][N:20]2[N:21]=1. No catalyst specified. The product is [N:11]1[CH:16]=[CH:15][CH:14]=[CH:13][C:12]=1[C:17]1[C:18]([C:2]2[CH:10]=[CH:9][C:5]3=[N:6][S:7][N:8]=[C:4]3[CH:3]=2)=[C:19]2[CH2:24][CH2:23][CH2:22][N:20]2[N:21]=1. The yield is 0.160. (4) The reactants are [CH3:1][C:2]1[CH:7]=[C:6]([C:8]([OH:17])([C:13]([F:16])([F:15])[F:14])[C:9]([F:12])([F:11])[F:10])[CH:5]=[C:4]([CH3:18])[C:3]=1[NH:19][C:20](=[O:28])[C:21]1[CH:26]=[CH:25][CH:24]=[C:23]([NH2:27])[CH:22]=1.[C:29](Cl)(=[O:36])[C:30]1[CH:35]=[CH:34][CH:33]=[CH:32][CH:31]=1.N1C=CC=CC=1. The catalyst is O1CCCC1. The product is [CH3:1][C:2]1[CH:7]=[C:6]([C:8]([OH:17])([C:13]([F:14])([F:15])[F:16])[C:9]([F:12])([F:11])[F:10])[CH:5]=[C:4]([CH3:18])[C:3]=1[NH:19][C:20](=[O:28])[C:21]1[CH:26]=[CH:25][CH:24]=[C:23]([NH:27][C:29](=[O:36])[C:30]2[CH:35]=[CH:34][CH:33]=[CH:32][CH:31]=2)[CH:22]=1. The yield is 0.850. (5) The reactants are [Br:1][C:2]1[CH:3]=[C:4]([C:15]([F:18])([F:17])[F:16])[C:5]2[N:6]([C:8]([Cl:14])=[C:9]([C:11]([OH:13])=O)[N:10]=2)[CH:7]=1.OC(C(F)(F)F)=O.[OH:26][C@H:27]1[C@H:32]([N:33]2[CH2:37][CH2:36][O:35][C:34]2=[O:38])[CH2:31][CH2:30][NH:29][CH2:28]1.CCN(C(C)C)C(C)C.CN(C(ON1N=NC2C=CC=NC1=2)=[N+](C)C)C.F[P-](F)(F)(F)(F)F. The catalyst is CN(C=O)C.CCOC(C)=O. The product is [Br:1][C:2]1[CH:3]=[C:4]([C:15]([F:18])([F:17])[F:16])[C:5]2[N:6]([C:8]([Cl:14])=[C:9]([C:11]([N:29]3[CH2:30][CH2:31][C@@H:32]([N:33]4[CH2:37][CH2:36][O:35][C:34]4=[O:38])[C@H:27]([OH:26])[CH2:28]3)=[O:13])[N:10]=2)[CH:7]=1. The yield is 0.390. (6) The reactants are Cl.[CH3:2][N:3]1[CH2:8][CH2:7][CH:6]([CH2:9][C:10]2[CH:15]=[CH:14][C:13]([C:16](=[O:30])/[CH:17]=[CH:18]/[C:19]3[CH:24]=CC(/C=C/C(O)=O)=[CH:21][CH:20]=3)=[CH:12][CH:11]=2)[CH2:5][CH2:4]1.C1C=CC2[N:39]([OH:40])N=NC=2C=1.C(Cl)C[Cl:43].NO[CH:47]1[CH2:52][CH2:51][CH2:50][CH2:49][O:48]1. The catalyst is C1COCC1. The product is [ClH:43].[OH:40][NH:39][C:49](=[O:48])/[CH:50]=[CH:51]/[C:52]1[CH:47]=[CH:24][C:19](/[CH:18]=[CH:17]/[C:16]([C:13]2[CH:14]=[CH:15][C:10]([CH2:9][CH:6]3[CH2:7][CH2:8][N:3]([CH3:2])[CH2:4][CH2:5]3)=[CH:11][CH:12]=2)=[O:30])=[CH:20][CH:21]=1. The yield is 0.540.